This data is from Full USPTO retrosynthesis dataset with 1.9M reactions from patents (1976-2016). The task is: Predict the reactants needed to synthesize the given product. (1) Given the product [C:1]([O:5][C:6]([N:8]1[CH2:9][CH:10]([O:12][C:13]2[CH:18]=[C:17]([Cl:19])[CH:16]=[CH:15][C:14]=2[O:20][CH2:31][C:29]2[O:28][C:27]([C:33]([F:35])([F:36])[F:34])=[C:26]([C:24]([O:23][CH2:21][CH3:22])=[O:25])[CH:30]=2)[CH2:11]1)=[O:7])([CH3:4])([CH3:2])[CH3:3], predict the reactants needed to synthesize it. The reactants are: [C:1]([O:5][C:6]([N:8]1[CH2:11][CH:10]([O:12][C:13]2[CH:18]=[C:17]([Cl:19])[CH:16]=[CH:15][C:14]=2[OH:20])[CH2:9]1)=[O:7])([CH3:4])([CH3:3])[CH3:2].[CH2:21]([O:23][C:24]([C:26]1[CH:30]=[C:29]([CH2:31]Br)[O:28][C:27]=1[C:33]([F:36])([F:35])[F:34])=[O:25])[CH3:22].C([O-])([O-])=O.[Cs+].[Cs+]. (2) Given the product [CH3:40][O:39][C:36]1[CH:35]=[CH:34][C:33]([CH2:32][S:31]/[C:19](/[CH:20]([C:21]([O:23][CH2:24][CH3:25])=[O:22])[C:26]([O:28][CH2:29][CH3:30])=[O:27])=[C:8](/[C:4]2[CH:3]=[C:2]([Cl:1])[CH:7]=[CH:6][N:5]=2)\[CH2:9][CH3:10])=[CH:38][CH:37]=1, predict the reactants needed to synthesize it. The reactants are: [Cl:1][C:2]1[CH:7]=[CH:6][N:5]=[C:4]([CH2:8][CH2:9][CH3:10])[CH:3]=1.COC1C=CC(CS[C:19]([S:31][CH2:32][C:33]2[CH:38]=[CH:37][C:36]([O:39][CH3:40])=[CH:35][CH:34]=2)=[C:20]([C:26]([O:28][CH2:29][CH3:30])=[O:27])[C:21]([O:23][CH2:24][CH3:25])=[O:22])=CC=1. (3) The reactants are: [CH:1]1[C:10]2[C:5](=[CH:6][CH:7]=[CH:8][CH:9]=2)[CH:4]=[CH:3][C:2]=1[NH:11][N:12]=[C:13]([C:16]#[N:17])[C:14]#[N:15].NC1C=CC2C(=CC=CC=2)C=1.C(#N)CC#N.O.[NH2:35][NH2:36]. Given the product [NH2:15][C:14]1[C:13](=[N:12][NH:11][C:2]2[CH:3]=[CH:4][C:5]3[C:10](=[CH:9][CH:8]=[CH:7][CH:6]=3)[CH:1]=2)[C:16]([NH2:17])=[N:36][N:35]=1, predict the reactants needed to synthesize it. (4) Given the product [OH:27][NH:26][C:24](=[O:25])/[CH:23]=[CH:22]/[C:19]1[CH:18]=[CH:17][C:16]([C:14]([NH:12]/[N:13]=[CH:4]/[C:3]2[CH:6]=[CH:7][C:8]([OH:11])=[C:9]([OH:10])[C:2]=2[OH:1])=[O:15])=[CH:21][CH:20]=1, predict the reactants needed to synthesize it. The reactants are: [OH:1][C:2]1[C:9]([OH:10])=[C:8]([OH:11])[CH:7]=[CH:6][C:3]=1[CH:4]=O.[NH:12]([C:14]([C:16]1[CH:21]=[CH:20][C:19](/[CH:22]=[CH:23]/[C:24]([NH:26][OH:27])=[O:25])=[CH:18][CH:17]=1)=[O:15])[NH2:13]. (5) The reactants are: C([O:4][C@@H:5]1[C@@H:10]([O:11]C(=O)C)[C@@H:9]([O:15]C(=O)C)[C@@H:8]([CH2:19][O:20]C(=O)C)[O:7][C@H:6]1[O:24][C:25]1[C:29]([CH2:30][C:31]2[CH:36]=[CH:35][C:34]([O:37][CH2:38][CH2:39][NH:40][C:41](=[O:63])[C:42]([C:45]([N:47]3[CH2:52][CH2:51][N:50]([C:53]([O:55][CH2:56][C:57]4[CH:62]=[CH:61][CH:60]=[CH:59][CH:58]=4)=[O:54])[CH2:49][CH2:48]3)=[O:46])([CH3:44])[CH3:43])=[CH:33][C:32]=2[CH3:64])=[C:28]([CH:65]([CH3:67])[CH3:66])[NH:27][N:26]=1)(=O)C.C[O-].[Na+]. Given the product [CH2:56]([O:55][C:53]([N:50]1[CH2:51][CH2:52][N:47]([C:45]([C:42]([CH3:44])([CH3:43])[C:41]([NH:40][CH2:39][CH2:38][O:37][C:34]2[CH:35]=[CH:36][C:31]([CH2:30][C:29]3[C:25]([O:24][C@@H:6]4[O:7][C@H:8]([CH2:19][OH:20])[C@H:9]([OH:15])[C@H:10]([OH:11])[C@H:5]4[OH:4])=[N:26][NH:27][C:28]=3[CH:65]([CH3:67])[CH3:66])=[C:32]([CH3:64])[CH:33]=2)=[O:63])=[O:46])[CH2:48][CH2:49]1)=[O:54])[C:57]1[CH:58]=[CH:59][CH:60]=[CH:61][CH:62]=1, predict the reactants needed to synthesize it. (6) The reactants are: [F:1][C:2]([F:40])([F:39])[CH:3]([C:30]1[CH:35]=[C:34]([Cl:36])[C:33]([Cl:37])=[C:32]([Cl:38])[CH:31]=1)/[CH:4]=[CH:5]/[C:6]1[CH:25]=[CH:24][C:9]([C:10]([NH:12][C:13]2([C:16](=O)[NH:17][CH2:18][C:19]([F:22])([F:21])[F:20])[CH2:15][CH2:14]2)=[O:11])=[C:8]([C:26]([F:29])([F:28])[F:27])[CH:7]=1.P12(SP3(SP(SP(S3)(S1)=S)(=S)S2)=S)=[S:42].C[Si](C)(C)O[Si](C)(C)C. Given the product [F:1][C:2]([F:40])([F:39])[CH:3]([C:30]1[CH:35]=[C:34]([Cl:36])[C:33]([Cl:37])=[C:32]([Cl:38])[CH:31]=1)/[CH:4]=[CH:5]/[C:6]1[CH:25]=[CH:24][C:9]([C:10]([NH:12][C:13]2([C:16](=[S:42])[NH:17][CH2:18][C:19]([F:22])([F:21])[F:20])[CH2:15][CH2:14]2)=[O:11])=[C:8]([C:26]([F:29])([F:28])[F:27])[CH:7]=1, predict the reactants needed to synthesize it. (7) Given the product [CH3:11][C:10]1[C:13]([CH2:14][CH2:15][CH2:16][CH2:17][CH2:18][C:19]([OH:21])=[O:20])([CH3:22])[C:7]2[C:2](=[CH:3][CH:4]=[CH:5][CH:6]=2)[N:8]=1, predict the reactants needed to synthesize it. The reactants are: Cl.[C:2]1([NH:8]N)[CH:7]=[CH:6][CH:5]=[CH:4][CH:3]=1.[C:10]([CH:13]([CH3:22])[CH2:14][CH2:15][CH2:16][CH2:17][CH2:18][C:19]([OH:21])=[O:20])(=O)[CH3:11]. (8) Given the product [CH3:25][O:26][C:27](=[O:45])[C:28]1[CH:7]=[C:6]([NH:3][C:4]([O:50][CH2:49][CH2:48][Si:47]([CH3:52])([CH3:51])[CH3:46])=[O:15])[CH:34]=[C:35]([O:37][CH2:38][C:39]2[CH:40]=[CH:41][CH:42]=[CH:43][CH:44]=2)[CH:36]=1, predict the reactants needed to synthesize it. The reactants are: CC[N:3]([CH2:6][CH3:7])[CH2:4]C.C1(P(N=[N+]=[N-])(C2C=CC=CC=2)=[O:15])C=CC=CC=1.[CH3:25][O:26][C:27](=[O:45])[C:28]1[CH:36]=[C:35]([O:37][CH2:38][C:39]2[CH:44]=[CH:43][CH:42]=[CH:41][CH:40]=2)[CH:34]=C(C(O)=O)C=1.[CH3:46][Si:47]([CH3:52])([CH3:51])[CH2:48][CH2:49][OH:50]. (9) Given the product [CH3:1][CH:2]1[CH:27]2[O:28][C:26]2([CH3:29])[CH:25]([OH:30])[CH2:24][C:22](=[O:23])[N:21]([CH3:37])[C:14]2=[C:15]([Cl:20])[C:16]([O:18][CH3:19])=[CH:17][C:12](=[CH:13]2)[CH2:11][C:10]([CH3:38])=[CH:9][CH:8]=[CH:7][CH:6]([O:39][CH3:40])[C:5]2([OH:45])[NH:41][C:42]([O:44][CH:3]1[CH2:4]2)=[O:43], predict the reactants needed to synthesize it. The reactants are: [CH3:1][CH:2]1[CH:27]2[O:28][C:26]2([CH3:29])[CH:25]([O:30]C(CC(C)C)=O)[CH2:24][C:22](=[O:23])[N:21]([CH3:37])[C:14]2=[C:15]([Cl:20])[C:16]([O:18][CH3:19])=[CH:17][C:12](=[CH:13]2)[CH2:11][C:10]([CH3:38])=[CH:9][CH:8]=[CH:7][CH:6]([O:39][CH3:40])[C:5]2([OH:45])[NH:41][C:42]([O:44][CH:3]1[CH2:4]2)=[O:43].C(O)=O.O1CCCC1.C(OCC)(=O)C.